From a dataset of Forward reaction prediction with 1.9M reactions from USPTO patents (1976-2016). Predict the product of the given reaction. (1) Given the reactants [NH2:1][C:2]1[CH:10]=[CH:9][C:5]2[NH:6][CH:7]=[N:8][C:4]=2[CH:3]=1.[N:11]([C:14]1[CH:19]=[CH:18][CH:17]=[C:16]([O:20][CH3:21])[CH:15]=1)=[C:12]=[S:13], predict the reaction product. The product is: [NH:6]1[C:5]2[CH:9]=[CH:10][C:2]([NH:1][C:12]([NH:11][C:14]3[CH:19]=[CH:18][CH:17]=[C:16]([O:20][CH3:21])[CH:15]=3)=[S:13])=[CH:3][C:4]=2[N:8]=[CH:7]1. (2) Given the reactants [CH3:1][O:2][C:3]1[CH:8]=[CH:7][C:6]([C@@H:9]([NH:11][CH2:12][CH2:13][C:14]2([OH:27])[CH2:26][CH2:25][C:17]3([O:22][CH2:21][C:20]([CH3:24])([CH3:23])[CH2:19][O:18]3)[CH2:16][CH2:15]2)[CH3:10])=[CH:5][CH:4]=1.Cl[C:29](Cl)([O:31]C(=O)OC(Cl)(Cl)Cl)Cl, predict the reaction product. The product is: [CH3:1][O:2][C:3]1[CH:4]=[CH:5][C:6]([C@@H:9]([N:11]2[CH2:12][CH2:13][C:14]3([CH2:15][CH2:16][C:17](=[O:22])[CH2:25][CH2:26]3)[O:27][C:29]2=[O:31])[CH3:10])=[CH:7][CH:8]=1.[CH3:1][O:2][C:3]1[CH:8]=[CH:7][C:6]([C@@H:9]([N:11]2[CH2:12][CH2:13][C:14]3([CH2:15][CH2:16][C:17]4([O:18][CH2:19][C:20]([CH3:23])([CH3:24])[CH2:21][O:22]4)[CH2:25][CH2:26]3)[O:27][C:29]2=[O:31])[CH3:10])=[CH:5][CH:4]=1. (3) Given the reactants [C:1]([O:5][CH:6]([C:11]1[C:12]([C:21]2[CH:22]=[C:23]3[C:28](=[CH:29][CH:30]=2)[O:27][CH2:26][CH2:25][CH2:24]3)=[C:13]2[CH:20]=[CH:19][NH:18][C:14]2=[N:15][C:16]=1[CH3:17])[C:7]([O:9]C)=[O:8])([CH3:4])([CH3:3])[CH3:2].[Cl:31][C:32]1[C:33]([F:40])=[C:34]([CH:37]=[CH:38][CH:39]=1)[CH2:35]Br, predict the reaction product. The product is: [C:1]([O:5][CH:6]([C:11]1[C:12]([C:21]2[CH:22]=[C:23]3[C:28](=[CH:29][CH:30]=2)[O:27][CH2:26][CH2:25][CH2:24]3)=[C:13]2[CH:20]=[CH:19][N:18]([CH2:35][C:34]3[CH:37]=[CH:38][CH:39]=[C:32]([Cl:31])[C:33]=3[F:40])[C:14]2=[N:15][C:16]=1[CH3:17])[C:7]([OH:9])=[O:8])([CH3:4])([CH3:3])[CH3:2]. (4) Given the reactants [CH3:1][O:2][C:3](=[O:13])[CH2:4][O:5][C:6]1[CH:11]=[CH:10][C:9]([NH2:12])=[CH:8][CH:7]=1.C(N(CC)CC)C.Cl[C:22](Cl)([O:24]C(=O)OC(Cl)(Cl)Cl)Cl, predict the reaction product. The product is: [CH3:1][O:2][C:3](=[O:13])[CH2:4][O:5][C:6]1[CH:11]=[CH:10][C:9]([N:12]=[C:22]=[O:24])=[CH:8][CH:7]=1. (5) Given the reactants [C:1]([OH:11])(=O)/[CH:2]=[CH:3]/[C:4]1[CH:9]=[CH:8][CH:7]=[CH:6][CH:5]=1.[C:12]1([CH3:24])[CH:17]=[CH:16][CH:15]=[CH:14][C:13]=1[N:18]1[CH2:23][CH2:22][NH:21][CH2:20][CH2:19]1.CCN(CC)CC.C(P1(=O)OP(CCC)(=O)OP(CCC)(=O)O1)CC, predict the reaction product. The product is: [C:4]1(/[CH:3]=[CH:2]/[C:1]([N:21]2[CH2:22][CH2:23][N:18]([C:13]3[CH:14]=[CH:15][CH:16]=[CH:17][C:12]=3[CH3:24])[CH2:19][CH2:20]2)=[O:11])[CH:5]=[CH:6][CH:7]=[CH:8][CH:9]=1. (6) The product is: [O:1]=[C:2]1[CH2:3][CH:4]([CH2:6][N:7]2[CH2:15][C:14]3[C:9](=[CH:10][CH:11]=[C:12]([C:16]4[N:17]=[N:18][N:19]([C:22]5[C:23]([F:28])=[N:24][CH:25]=[CH:26][CH:27]=5)[C:20]=4[CH3:21])[CH:13]=3)[C:8]2=[O:29])[CH2:5]1. Given the reactants [OH:1][CH:2]1[CH2:5][CH:4]([CH2:6][N:7]2[CH2:15][C:14]3[C:9](=[CH:10][CH:11]=[C:12]([C:16]4[N:17]=[N:18][N:19]([C:22]5[C:23]([F:28])=[N:24][CH:25]=[CH:26][CH:27]=5)[C:20]=4[CH3:21])[CH:13]=3)[C:8]2=[O:29])[CH2:3]1.C(N(CC)CC)C, predict the reaction product. (7) Given the reactants [N:1]([CH2:4][C:5]1[O:9][C:8]([C:10]2[CH:15]=[CH:14][C:13]([C:16]3[C:21]([CH3:22])=[C:20]([F:23])[CH:19]=[C:18]([C:24]([NH:26][CH:27]4[CH2:29][CH2:28]4)=[O:25])[CH:17]=3)=[CH:12][CH:11]=2)=[N:7][N:6]=1)=[N+]=[N-].[H][H], predict the reaction product. The product is: [NH2:1][CH2:4][C:5]1[O:9][C:8]([C:10]2[CH:11]=[CH:12][C:13]([C:16]3[C:21]([CH3:22])=[C:20]([F:23])[CH:19]=[C:18]([C:24]([NH:26][CH:27]4[CH2:29][CH2:28]4)=[O:25])[CH:17]=3)=[CH:14][CH:15]=2)=[N:7][N:6]=1. (8) Given the reactants [CH3:1][C:2]([CH3:26])([CH3:25])[C:3]([O:5][CH2:6][N:7]1[C:15]2[N:14]=[CH:13][N:12]([CH2:16][C:17]3[CH:22]=[CH:21][CH:20]=[CH:19][CH:18]=3)[C:11]=2[C:10](=[O:23])[NH:9][C:8]1=[O:24])=[O:4].[C:27](=O)([O-])[O-].[K+].[K+].CI, predict the reaction product. The product is: [CH3:1][C:2]([CH3:26])([CH3:25])[C:3]([O:5][CH2:6][N:7]1[C:15]2[N:14]=[CH:13][N:12]([CH2:16][C:17]3[CH:22]=[CH:21][CH:20]=[CH:19][CH:18]=3)[C:11]=2[C:10](=[O:23])[N:9]([CH3:27])[C:8]1=[O:24])=[O:4].